Task: Predict the product of the given reaction.. Dataset: Forward reaction prediction with 1.9M reactions from USPTO patents (1976-2016) Given the reactants [Cl:1][C:2]1[CH:3]=[C:4]([CH:6]=[CH:7][C:8]=1[Cl:9])[NH2:5].[C:10]([O:15][CH3:16])(=[O:14])[C:11]([CH3:13])=O, predict the reaction product. The product is: [CH3:16][O:15][C:10](=[O:14])[C@H:11]([CH3:13])[NH:5][C:4]1[CH:6]=[CH:7][C:8]([Cl:9])=[C:2]([Cl:1])[CH:3]=1.